Dataset: Reaction yield outcomes from USPTO patents with 853,638 reactions. Task: Predict the reaction yield, written as a fraction of the theoretical maximum amount of product (1.0 means a 100% yield; for example, 0.34 means a 34% yield). (1) The reactants are [CH2:1]([O:3][C:4]1[CH:5]=[C:6]([C:12]([OH:18])=[C:13]([C:16]#[N:17])[C:14]#[N:15])[CH:7]=[CH:8][C:9]=1[O:10][CH3:11])[CH3:2].[C:19](=O)(O)[O-].[Na+].O1CCOCC1.COS(OC)(=O)=O. The catalyst is O. The product is [CH2:1]([O:3][C:4]1[CH:5]=[C:6]([C:12]([O:18][CH3:19])=[C:13]([C:14]#[N:15])[C:16]#[N:17])[CH:7]=[CH:8][C:9]=1[O:10][CH3:11])[CH3:2]. The yield is 0.545. (2) The reactants are [Cl:1][C:2]1[C:10]2[N:9]=[C:8]3[N:11]([C:15]4[CH:20]=[CH:19][C:18]([Cl:21])=[CH:17][C:16]=4[Cl:22])[CH2:12][CH2:13][CH2:14][N:7]3[C:6]=2[C:5]([CH:23]([CH:25]2[CH2:27][CH2:26]2)O)=[CH:4][CH:3]=1.[CH3:28][O:29][CH2:30][C:31]([OH:33])=[O:32].[CH2:34](N(CC)CC)C.Cl.C(N=C=NCCCN(C)C)C.[Cl-].[NH4+]. The catalyst is CN(C)C1C=CN=CC=1.O1CCCC1. The product is [CH3:28][O:29][CH2:30][C:31]([O:33][CH:23]([C:5]1[C:6]2[N:7]3[CH2:14][CH2:13][CH2:12][N:11]([C:15]4[CH:20]=[CH:19][C:18]([Cl:21])=[CH:17][C:16]=4[Cl:22])[C:8]3=[N:9][C:10]=2[C:2]([Cl:1])=[CH:3][CH:4]=1)[CH2:25][CH:26]1[CH2:27][CH2:34]1)=[O:32]. The yield is 0.150.